This data is from Full USPTO retrosynthesis dataset with 1.9M reactions from patents (1976-2016). The task is: Predict the reactants needed to synthesize the given product. (1) Given the product [OH:4][CH2:3][C:5]1[CH:13]=[CH:12][CH:11]=[C:10]2[C:6]=1[CH:7]=[CH:8][N:9]2[C:14]1[CH:21]=[CH:20][CH:19]=[CH:18][C:15]=1[C:16]#[N:17], predict the reactants needed to synthesize it. The reactants are: [BH4-].[Na+].[CH:3]([C:5]1[CH:13]=[CH:12][CH:11]=[C:10]2[C:6]=1[CH:7]=[CH:8][N:9]2[C:14]1[CH:21]=[CH:20][CH:19]=[CH:18][C:15]=1[C:16]#[N:17])=[O:4]. (2) Given the product [CH3:1][O:2][C:3]([C:5]1[C:6]([OH:25])=[C:7]2[C:12](=[CH:13][N:14]=1)[N:11]([C@H:15]([C:17]1[CH:22]=[CH:21][CH:20]=[CH:19][CH:18]=1)[CH3:16])[C:10](=[O:23])[C:9]([C:26]1[CH:31]=[CH:30][CH:29]=[CH:28][CH:27]=1)=[CH:8]2)=[O:4], predict the reactants needed to synthesize it. The reactants are: [CH3:1][O:2][C:3]([C:5]1[C:6]([OH:25])=[C:7]2[C:12](=[CH:13][N:14]=1)[N:11]([C@H:15]([C:17]1[CH:22]=[CH:21][CH:20]=[CH:19][CH:18]=1)[CH3:16])[C:10](=[O:23])[C:9](Br)=[CH:8]2)=[O:4].[C:26]1([Sn](CCCC)(CCCC)CCCC)[CH:31]=[CH:30][CH:29]=[CH:28][CH:27]=1.CCOC(C)=O.Cl. (3) Given the product [CH3:1][NH:2][C:3]([NH:5][CH2:6][CH2:7][O:8][C:9]1[CH:18]=[CH:17][C:16]2[C:11](=[CH:12][CH:13]=[C:14]([CH2:19][CH2:20][NH:21][S:22]([CH3:25])(=[O:24])=[O:23])[CH:15]=2)[CH:10]=1)=[O:4], predict the reactants needed to synthesize it. The reactants are: [CH3:1][N:2]=[C:3]=[O:4].[NH2:5][CH2:6][CH2:7][O:8][C:9]1[CH:10]=[C:11]2[C:16](=[CH:17][CH:18]=1)[CH:15]=[C:14]([CH2:19][CH2:20][NH:21][S:22]([CH3:25])(=[O:24])=[O:23])[CH:13]=[CH:12]2. (4) Given the product [CH:19]([O:1][C:2]1[C:6]([C:7]([O:9][CH2:10][CH3:11])=[O:8])=[CH:5][NH:4][N:3]=1)([CH3:21])[CH3:20], predict the reactants needed to synthesize it. The reactants are: [OH:1][C:2]1[C:6]([C:7]([O:9][CH2:10][CH3:11])=[O:8])=[CH:5][N:4](C(OC(C)(C)C)=O)[N:3]=1.[CH:19](O)([CH3:21])[CH3:20].C(P(CCCC)CCCC)CCC.N(C(OCC)=O)=NC(OCC)=O. (5) The reactants are: [NH:1]1[C:10]2[C:5](=[CH:6][CH:7]=[CH:8][CH:9]=2)[CH2:4][CH2:3][CH:2]1[CH2:11][N:12]1[CH2:17][CH2:16][N:15]([C:18]2[CH:23]=[CH:22][CH:21]=[CH:20][C:19]=2[O:24][CH2:25][C:26]([F:29])([F:28])[F:27])[CH2:14][CH2:13]1.[CH2:30]([O:37][CH2:38][CH2:39][C:40](Cl)=[O:41])[C:31]1[CH:36]=[CH:35][CH:34]=[CH:33][CH:32]=1. Given the product [CH2:30]([O:37][CH2:38][CH2:39][C:40]([N:1]1[C:10]2[C:5](=[CH:6][CH:7]=[CH:8][CH:9]=2)[CH2:4][CH2:3][CH:2]1[CH2:11][N:12]1[CH2:17][CH2:16][N:15]([C:18]2[CH:23]=[CH:22][CH:21]=[CH:20][C:19]=2[O:24][CH2:25][C:26]([F:28])([F:29])[F:27])[CH2:14][CH2:13]1)=[O:41])[C:31]1[CH:36]=[CH:35][CH:34]=[CH:33][CH:32]=1, predict the reactants needed to synthesize it. (6) Given the product [CH2:12]([O:19][C:20](=[O:27])[CH2:21][CH2:22][CH2:23][CH2:24][CH2:25][NH:26][C:39](=[O:41])[CH2:38][N:37]([CH2:36][C:35]([OH:40])=[O:34])[CH2:42][C:28]([OH:31])=[O:30])[C:13]1[CH:18]=[CH:17][CH:16]=[CH:15][CH:14]=1, predict the reactants needed to synthesize it. The reactants are: CC1C=CC(S([O-])(=O)=O)=CC=1.[CH2:12]([O:19][C:20](=[O:27])[CH2:21][CH2:22][CH2:23][CH2:24][CH2:25][NH3+:26])[C:13]1[CH:18]=[CH:17][CH:16]=[CH:15][CH:14]=1.[C:28]([O-:31])([O-:30])=O.[K+].[K+].[O:34]=[C:35]1[O:40][C:39](=[O:41])[CH2:38][N:37]([CH2:42]CC(O)=O)[CH2:36]1.O. (7) Given the product [OH:8][C:13]1[CH:14]=[CH:15][C:16]([O:19][C:20]2[CH:25]=[CH:24][C:23]([CH2:26][CH2:27][C@@H:28]([NH:30][C:31](=[O:33])[CH3:32])[CH3:29])=[CH:22][CH:21]=2)=[N:17][CH:18]=1, predict the reactants needed to synthesize it. The reactants are: N([O-])=O.[Na+].FC(F)(F)C(O)=[O:8].N[C:13]1[CH:14]=[CH:15][C:16]([O:19][C:20]2[CH:25]=[CH:24][C:23]([CH2:26][CH2:27][C@@H:28]([NH:30][C:31](=[O:33])[CH3:32])[CH3:29])=[CH:22][CH:21]=2)=[N:17][CH:18]=1.